From a dataset of hERG potassium channel inhibition data for cardiac toxicity prediction from Karim et al.. Regression/Classification. Given a drug SMILES string, predict its toxicity properties. Task type varies by dataset: regression for continuous values (e.g., LD50, hERG inhibition percentage) or binary classification for toxic/non-toxic outcomes (e.g., AMES mutagenicity, cardiotoxicity, hepatotoxicity). Dataset: herg_karim. The result is 1 (blocker). The molecule is CCCCN1CCC[C@@H]1Cn1nc(Cc2ccc(Cl)cc2)c2cccnc2c1=O.